From a dataset of Full USPTO retrosynthesis dataset with 1.9M reactions from patents (1976-2016). Predict the reactants needed to synthesize the given product. Given the product [CH3:20][N:18]([CH3:19])[CH2:17][CH2:16][N:15]([CH3:21])[C:10]1[N:9]=[C:8]([C:4]2[S:3][C:2]([NH:1][C:22](=[O:24])[CH3:23])=[N:6][C:5]=2[CH3:7])[CH:13]=[C:12]([CH3:14])[N:11]=1, predict the reactants needed to synthesize it. The reactants are: [NH2:1][C:2]1[S:3][C:4]([C:8]2[CH:13]=[C:12]([CH3:14])[N:11]=[C:10]([N:15]([CH3:21])[CH2:16][CH2:17][N:18]([CH3:20])[CH3:19])[N:9]=2)=[C:5]([CH3:7])[N:6]=1.[C:22](OC(=O)C)(=[O:24])[CH3:23].